Dataset: NCI-60 drug combinations with 297,098 pairs across 59 cell lines. Task: Regression. Given two drug SMILES strings and cell line genomic features, predict the synergy score measuring deviation from expected non-interaction effect. (1) Drug 1: CN1C(=O)N2C=NC(=C2N=N1)C(=O)N. Drug 2: COCCOC1=C(C=C2C(=C1)C(=NC=N2)NC3=CC=CC(=C3)C#C)OCCOC.Cl. Cell line: UACC62. Synergy scores: CSS=0.285, Synergy_ZIP=2.08, Synergy_Bliss=2.48, Synergy_Loewe=-0.510, Synergy_HSA=0.924. (2) Drug 1: C1=CC=C(C(=C1)C(C2=CC=C(C=C2)Cl)C(Cl)Cl)Cl. Drug 2: C1CN(P(=O)(OC1)NCCCl)CCCl. Cell line: U251. Synergy scores: CSS=0.681, Synergy_ZIP=4.16, Synergy_Bliss=4.52, Synergy_Loewe=4.83, Synergy_HSA=-0.314. (3) Drug 1: CN1C2=C(C=C(C=C2)N(CCCl)CCCl)N=C1CCCC(=O)O.Cl. Drug 2: CC(C)NC(=O)C1=CC=C(C=C1)CNNC.Cl. Cell line: NCI-H460. Synergy scores: CSS=0.171, Synergy_ZIP=-0.248, Synergy_Bliss=-0.922, Synergy_Loewe=-0.758, Synergy_HSA=-1.49. (4) Cell line: 786-0. Drug 1: CC1CCC2CC(C(=CC=CC=CC(CC(C(=O)C(C(C(=CC(C(=O)CC(OC(=O)C3CCCCN3C(=O)C(=O)C1(O2)O)C(C)CC4CCC(C(C4)OC)O)C)C)O)OC)C)C)C)OC. Synergy scores: CSS=7.37, Synergy_ZIP=-4.22, Synergy_Bliss=-2.87, Synergy_Loewe=-2.46, Synergy_HSA=-0.904. Drug 2: CCN(CC)CCNC(=O)C1=C(NC(=C1C)C=C2C3=C(C=CC(=C3)F)NC2=O)C.